From a dataset of Peptide-MHC class II binding affinity with 134,281 pairs from IEDB. Regression. Given a peptide amino acid sequence and an MHC pseudo amino acid sequence, predict their binding affinity value. This is MHC class II binding data. The peptide sequence is VTANRAELKALIASN. The MHC is DRB3_0202 with pseudo-sequence DRB3_0202. The binding affinity (normalized) is 0.481.